The task is: Predict the product of the given reaction.. This data is from Forward reaction prediction with 1.9M reactions from USPTO patents (1976-2016). (1) Given the reactants C(=O)([O-])[O-].[K+].[K+].[N:7]([C:10]1[CH:15]=[CH:14][CH:13]=[CH:12][C:11]=1[F:16])=[N+:8]=[N-:9].[O:17]1[CH2:21][CH2:20][CH2:19][CH:18]1[C:22](=O)[CH2:23][C:24]([O:26][CH2:27][CH3:28])=[O:25].O, predict the reaction product. The product is: [F:16][C:11]1[CH:12]=[CH:13][CH:14]=[CH:15][C:10]=1[N:7]1[C:22]([CH:18]2[CH2:19][CH2:20][CH2:21][O:17]2)=[C:23]([C:24]([O:26][CH2:27][CH3:28])=[O:25])[N:9]=[N:8]1. (2) Given the reactants [CH2:1]([O:3][C:4]1[CH:5]=[C:6]2[C:11](=[C:12]3[CH2:16][C:15]([CH3:18])([CH3:17])[O:14][C:13]=13)[C:10]([C:19]1[CH:28]=[CH:27][C:22]([C:23]([O:25][CH3:26])=[O:24])=[C:21]([NH:29][C:30](=[O:35])[C:31]([F:34])([F:33])[F:32])[CH:20]=1)=[N:9][C:8]([CH3:37])([CH3:36])[CH2:7]2)[CH3:2].C(O[K])(C)(C)C.[Cl:44][C:45]1[CH:52]=[CH:51][C:48]([CH2:49]Br)=[CH:47][CH:46]=1.C(OC(C)C)(C)C.P([O-])(O)(O)=O.[K+], predict the reaction product. The product is: [Cl:44][C:45]1[CH:52]=[CH:51][C:48]([CH2:49][N:29]([C:30](=[O:35])[C:31]([F:32])([F:33])[F:34])[C:21]2[CH:20]=[C:19]([C:10]3[C:11]4[C:6](=[CH:5][C:4]([O:3][CH2:1][CH3:2])=[C:13]5[O:14][C:15]([CH3:18])([CH3:17])[CH2:16][C:12]5=4)[CH2:7][C:8]([CH3:36])([CH3:37])[N:9]=3)[CH:28]=[CH:27][C:22]=2[C:23]([O:25][CH3:26])=[O:24])=[CH:47][CH:46]=1. (3) Given the reactants CCN=C=NCCCN(C)C.FC1C=C(NC([C:23]2[CH:24]=[C:25](C(O)=O)[CH:26]=[C:27]3[C:32]=2[O:31][C:30]([N:33]2[CH2:38][CH2:37][O:36][CH2:35][CH2:34]2)=[CH:29][C:28]3=[O:39])C)C=C(F)C=1.N1CC[C@H](O)C1.OP=O, predict the reaction product. The product is: [O:36]1[CH2:37][CH2:38][N:33]([C:30]2[O:31][C:32]3[C:27]([C:28](=[O:39])[CH:29]=2)=[CH:26][CH:25]=[CH:24][CH:23]=3)[CH2:34][CH2:35]1. (4) Given the reactants [CH3:1][Si:2]([CH3:11])([CH:9]=[CH2:10])[NH:3][Si:4]([CH3:8])([CH3:7])[CH:5]=[CH2:6].C([C:14]1([O:20][Si:21]([CH3:24])([CH3:23])[CH3:22])CCCCC1)#C.[C:25]1(C)[CH:30]=[CH:29]C=[CH:27][CH:26]=1, predict the reaction product. The product is: [CH3:22][Si:21]([CH3:23])([CH3:24])[O:20][C:14]#[C:6][C:5]1([Si:4]([CH3:8])([CH3:7])[NH:3][Si:2]([CH3:1])([CH3:11])[CH:9]=[CH2:10])[CH2:29][CH2:30][CH2:25][CH2:26][CH2:27]1. (5) Given the reactants [CH2:1]([O:3][C:4]1[C:9](B(O)O)=[CH:8][CH:7]=[CH:6][N:5]=1)[CH3:2].Br[C:14]1[CH:15]=[C:16]([CH:18]=[CH:19][CH:20]=1)[NH2:17].C([O-])([O-])=O.[Na+].[Na+], predict the reaction product. The product is: [CH2:1]([O:3][C:4]1[C:9]([C:14]2[CH:15]=[C:16]([NH2:17])[CH:18]=[CH:19][CH:20]=2)=[CH:8][CH:7]=[CH:6][N:5]=1)[CH3:2]. (6) The product is: [CH2:1]([O:3][C:4]([CH:6]1[CH2:10][CH2:9][CH:8]([CH2:11][NH2:12])[N:7]1[CH2:15][C:16]1[CH:17]=[CH:18][C:19]([F:22])=[CH:20][CH:21]=1)=[O:5])[CH3:2]. Given the reactants [CH2:1]([O:3][C:4]([CH:6]1[CH2:10][CH2:9][C:8](=[CH:11][N+:12]([O-])=O)[N:7]1[CH2:15][C:16]1[CH:21]=[CH:20][C:19]([F:22])=[CH:18][CH:17]=1)=[O:5])[CH3:2].[H][H].FC1C=CC(CN2C3CCC2C(=O)NC3)=CC=1, predict the reaction product. (7) The product is: [CH3:1][O:2][C:3]1[CH:4]=[C:5]([C:19](=[N:33][OH:34])[CH3:20])[CH:6]=[CH:7][C:8]=1[O:9][CH2:10][C:11]1[CH:12]=[N:13][C:14]([O:17][CH3:18])=[CH:15][CH:16]=1. Given the reactants [CH3:1][O:2][C:3]1[CH:4]=[C:5]([C:19](=O)[CH3:20])[CH:6]=[CH:7][C:8]=1[O:9][CH2:10][C:11]1[CH:12]=[N:13][C:14]([O:17][CH3:18])=[CH:15][CH:16]=1.C(=O)([O-])[O-].[K+].[K+].S(O)(O)(=O)=O.[NH2:33][OH:34], predict the reaction product.